Predict which catalyst facilitates the given reaction. From a dataset of Catalyst prediction with 721,799 reactions and 888 catalyst types from USPTO. (1) Reactant: [CH3:1][O:2][C:3](=[O:12])[CH2:4][C:5]1[CH:10]=[CH:9][C:8]([Cl:11])=[CH:7][CH:6]=1.[H-].[Na+].[CH3:15][O:16][C:17](=O)[O:18]C.Cl. Product: [CH3:1][O:2][C:3](=[O:12])[CH:4]([C:5]1[CH:10]=[CH:9][C:8]([Cl:11])=[CH:7][CH:6]=1)[C:17]([O:16][CH3:15])=[O:18]. The catalyst class is: 1. (2) Product: [Cl:16][C:17]1[N:25]=[C:24]2[C:20]([N:21]([CH2:26][C@H:27]3[CH2:32][CH2:31][C@H:30]([CH3:33])[CH2:29][CH2:28]3)[C:22]([Cl:49])=[N:23]2)=[C:19]([NH:34][CH2:35][C:36]2[CH:41]=[CH:40][C:39]([O:42][CH3:43])=[CH:38][C:37]=2[O:44][CH3:45])[N:18]=1. Reactant: CC1(C)CCCC(C)(C)N1.[Li]CCCC.[Cl:16][C:17]1[N:25]=[C:24]2[C:20]([N:21]([CH2:26][C@H:27]3[CH2:32][CH2:31][C@H:30]([CH3:33])[CH2:29][CH2:28]3)[CH:22]=[N:23]2)=[C:19]([NH:34][CH2:35][C:36]2[CH:41]=[CH:40][C:39]([O:42][CH3:43])=[CH:38][C:37]=2[O:44][CH3:45])[N:18]=1.BrC(Cl)(Cl)C(Br)(Cl)[Cl:49]. The catalyst class is: 1. (3) Reactant: [H-].[Na+].[CH3:3][O:4][C:5]1[CH:6]=[C:7]2[C:11](=[CH:12][CH:13]=1)[C:10](=[O:14])[NH:9][C:8]2([CH3:16])[CH3:15].[CH3:17]I. Product: [CH3:3][O:4][C:5]1[CH:6]=[C:7]2[C:11](=[CH:12][CH:13]=1)[C:10](=[O:14])[N:9]([CH3:17])[C:8]2([CH3:16])[CH3:15]. The catalyst class is: 3.